Dataset: Full USPTO retrosynthesis dataset with 1.9M reactions from patents (1976-2016). Task: Predict the reactants needed to synthesize the given product. (1) Given the product [CH:1]1([N:7]([CH2:25][CH2:26][CH2:27][C:28]([F:31])([F:30])[F:29])[C:8]2[CH:13]=[CH:12][C:11]([C@H:33]3[CH2:35][C@H:34]3[C:36]([O:38][CH2:39][CH3:40])=[O:37])=[CH:10][C:9]=2[N+:22]([O-:24])=[O:23])[CH2:6][CH2:5][CH2:4][CH2:3][CH2:2]1, predict the reactants needed to synthesize it. The reactants are: [CH:1]1([N:7]([CH2:25][CH2:26][CH2:27][C:28]([F:31])([F:30])[F:29])[C:8]2[CH:13]=[CH:12][C:11](B3OCC(C)(C)CO3)=[CH:10][C:9]=2[N+:22]([O-:24])=[O:23])[CH2:6][CH2:5][CH2:4][CH2:3][CH2:2]1.I[C@H:33]1[CH2:35][C@H:34]1[C:36]([O:38][CH2:39][CH3:40])=[O:37].C(=O)([O-])[O-].[Cs+].[Cs+]. (2) The reactants are: FC(F)(F)C(O)=O.C(OC([N:15]1[C@@H:19]([CH2:20][C@@H:21]([O:24][C:25]2[CH:30]=[CH:29][CH:28]=[C:27]([O:31][CH2:32][C:33]3[CH:38]=[CH:37][CH:36]=[CH:35][CH:34]=3)[CH:26]=2)[CH2:22][CH3:23])[CH2:18][O:17]C1(C)C)=O)(C)(C)C. Given the product [NH2:15][C@@H:19]([CH2:20][C@@H:21]([O:24][C:25]1[CH:30]=[CH:29][CH:28]=[C:27]([O:31][CH2:32][C:33]2[CH:38]=[CH:37][CH:36]=[CH:35][CH:34]=2)[CH:26]=1)[CH2:22][CH3:23])[CH2:18][OH:17], predict the reactants needed to synthesize it. (3) Given the product [C:1]([N:4]1[CH2:8][CH2:7][N:6]([C:9]2[CH:14]=[C:13]([N:36]3[CH2:35][C:34]([CH3:40])([CH3:33])[O:38][C:37]3=[O:39])[CH:12]=[CH:11][C:10]=2[C:16]([N:18]2[CH2:23][CH2:22][N:21]([C:24]3[C:29]([CH3:30])=[CH:28][C:27]([CH3:31])=[CH:26][N:25]=3)[CH2:20][CH2:19]2)=[O:17])[C:5]1=[O:32])(=[O:3])[CH3:2], predict the reactants needed to synthesize it. The reactants are: [C:1]([N:4]1[CH2:8][CH2:7][N:6]([C:9]2[CH:14]=[C:13](Cl)[CH:12]=[CH:11][C:10]=2[C:16]([N:18]2[CH2:23][CH2:22][N:21]([C:24]3[C:29]([CH3:30])=[CH:28][C:27]([CH3:31])=[CH:26][N:25]=3)[CH2:20][CH2:19]2)=[O:17])[C:5]1=[O:32])(=[O:3])[CH3:2].[CH3:33][C:34]1([CH3:40])[O:38][C:37](=[O:39])[N:36]=[CH:35]1.